Dataset: Catalyst prediction with 721,799 reactions and 888 catalyst types from USPTO. Task: Predict which catalyst facilitates the given reaction. (1) Reactant: C1C=CC2N(O)N=NC=2C=1.CCN(C(C)C)C(C)C.[O:20]=[C:21]1[CH:26]=[CH:25][CH:24]=[CH:23][N:22]1[C:27]1[CH:32]=[CH:31][C:30]([NH:33][C:34](=[O:39])[CH2:35][C:36]([OH:38])=O)=[CH:29][CH:28]=1.CCN=C=NCCCN(C)C.Cl.Cl.[Br:53][C:54]1[CH:59]=[CH:58][CH:57]=[CH:56][C:55]=1[C:60]([N:62]1[CH2:67][CH2:66][NH:65][CH2:64][CH2:63]1)=[O:61]. Product: [Br:53][C:54]1[CH:59]=[CH:58][CH:57]=[CH:56][C:55]=1[C:60]([N:62]1[CH2:63][CH2:64][N:65]([C:36](=[O:38])[CH2:35][C:34]([NH:33][C:30]2[CH:29]=[CH:28][C:27]([N:22]3[CH:23]=[CH:24][CH:25]=[CH:26][C:21]3=[O:20])=[CH:32][CH:31]=2)=[O:39])[CH2:66][CH2:67]1)=[O:61]. The catalyst class is: 18. (2) Reactant: Br[CH2:2][CH2:3][O:4][C:5]1[CH:10]=[CH:9][C:8]([C:11]2[CH:16]=[CH:15][C:14]([C:17]([O:19][CH2:20][CH3:21])=[O:18])=[CH:13][CH:12]=2)=[CH:7][C:6]=1[C:22]1[CH:31]=[CH:30][C:29]2[C:28]([CH3:33])([CH3:32])[CH2:27][CH2:26][C:25]([CH3:35])([CH3:34])[C:24]=2[CH:23]=1.[CH:36]1([NH2:39])[CH2:38][CH2:37]1. Product: [CH:36]1([NH:39][CH2:2][CH2:3][O:4][C:5]2[CH:10]=[CH:9][C:8]([C:11]3[CH:16]=[CH:15][C:14]([C:17]([O:19][CH2:20][CH3:21])=[O:18])=[CH:13][CH:12]=3)=[CH:7][C:6]=2[C:22]2[CH:31]=[CH:30][C:29]3[C:28]([CH3:33])([CH3:32])[CH2:27][CH2:26][C:25]([CH3:35])([CH3:34])[C:24]=3[CH:23]=2)[CH2:38][CH2:37]1. The catalyst class is: 8.